From a dataset of Forward reaction prediction with 1.9M reactions from USPTO patents (1976-2016). Predict the product of the given reaction. (1) The product is: [F:25][C:22]1[CH:23]=[CH:24][C:19]([CH2:18][N:11]2[C:8]3=[CH:9][N:10]=[C:5]([C:3]([O:2][CH3:1])=[O:4])[CH:6]=[C:7]3[C:35]([C:33]([OH:27])=[O:34])=[CH:12]2)=[CH:20][CH:21]=1. Given the reactants [CH3:1][O:2][C:3]([C:5]1[CH:6]=[C:7]2C(CN(C)C)=[CH:12][N:11]([CH2:18][C:19]3[CH:24]=[CH:23][C:22]([F:25])=[CH:21][CH:20]=3)[C:8]2=[CH:9][N:10]=1)=[O:4].[Mn]([O-])(=O)(=O)=[O:27].[K+].C[C:33]([CH3:35])=[O:34], predict the reaction product. (2) The product is: [CH3:27][C:8]1([CH3:7])[CH2:16][C:15]2[NH:14][CH:13]=[C:12]([CH2:17][CH2:18][CH2:19][N:21]([CH2:24][CH3:25])[CH2:22][CH3:23])[C:11]=2[CH2:10][CH2:9]1. Given the reactants [H-].[H-].[H-].[H-].[Li+].[Al+3].[CH3:7][C:8]1([CH3:27])[CH2:16][C:15]2[NH:14][CH:13]=[C:12]([CH2:17][CH2:18][C:19]([N:21]([CH2:24][CH3:25])[CH2:22][CH3:23])=O)[C:11]=2[C:10](=O)[CH2:9]1, predict the reaction product.